Dataset: Catalyst prediction with 721,799 reactions and 888 catalyst types from USPTO. Task: Predict which catalyst facilitates the given reaction. The catalyst class is: 199. Product: [CH3:1][O:2][C:3]1([C:6]2[CH:7]=[CH:8][C:9]([C:12]#[C:13][C:14]3[CH:15]=[CH:16][C:17]([CH2:20][C:21]([OH:23])=[O:22])=[CH:18][CH:19]=3)=[CH:10][CH:11]=2)[CH2:5][CH2:4]1. Reactant: [CH3:1][O:2][C:3]1([C:6]2[CH:11]=[CH:10][C:9]([C:12]#[C:13][C:14]3[CH:19]=[CH:18][C:17]([CH2:20][C:21]([O:23]C)=[O:22])=[CH:16][CH:15]=3)=[CH:8][CH:7]=2)[CH2:5][CH2:4]1.[OH-].[Na+].